This data is from Peptide-MHC class I binding affinity with 185,985 pairs from IEDB/IMGT. The task is: Regression. Given a peptide amino acid sequence and an MHC pseudo amino acid sequence, predict their binding affinity value. This is MHC class I binding data. (1) The peptide sequence is VSTPPLVRLV. The binding affinity (normalized) is 0.00709. The MHC is Mamu-A02 with pseudo-sequence Mamu-A02. (2) The peptide sequence is VIPMFSAL. The MHC is HLA-B40:02 with pseudo-sequence HLA-B40:02. The binding affinity (normalized) is 0. (3) The peptide sequence is LLRRRPYPL. The MHC is HLA-B39:01 with pseudo-sequence HLA-B39:01. The binding affinity (normalized) is 0.0847. (4) The peptide sequence is RENQVAVVR. The MHC is HLA-B57:01 with pseudo-sequence HLA-B57:01. The binding affinity (normalized) is 0.0847. (5) The peptide sequence is FEYGGFPPA. The MHC is HLA-C04:01 with pseudo-sequence HLA-C04:01. The binding affinity (normalized) is 0.213.